This data is from Forward reaction prediction with 1.9M reactions from USPTO patents (1976-2016). The task is: Predict the product of the given reaction. (1) Given the reactants [Cl:1][C:2]1[CH:10]=[CH:9][CH:8]=[CH:7][C:3]=1[C:4]([OH:6])=O.[NH2:11][CH2:12][C:13]1([C:21]2[CH:22]=[CH:23][C:24]([C:27]([OH:30])([CH3:29])[CH3:28])=[N:25][CH:26]=2)[CH2:18][CH2:17][C:16]([F:20])([F:19])[CH2:15][CH2:14]1, predict the reaction product. The product is: [Cl:1][C:2]1[CH:10]=[CH:9][CH:8]=[CH:7][C:3]=1[C:4]([NH:11][CH2:12][C:13]1([C:21]2[CH:26]=[N:25][C:24]([C:27]([OH:30])([CH3:28])[CH3:29])=[CH:23][CH:22]=2)[CH2:18][CH2:17][C:16]([F:20])([F:19])[CH2:15][CH2:14]1)=[O:6]. (2) Given the reactants [F:1][C:2]1[CH:3]=[C:4]([CH2:8][N:9]2[CH2:14][CH2:13][CH:12]([C:15]([OH:17])=O)[CH2:11][CH2:10]2)[CH:5]=[CH:6][CH:7]=1.CCN(C(C)C)C(C)C.CN(C(ON1N=NC2C=CC=CC1=2)=[N+](C)C)C.F[P-](F)(F)(F)(F)F.[NH2:51][CH2:52][C:53]1[CH:58]=[CH:57][C:56]([CH2:59][NH:60][C:61](=[O:67])[O:62][C:63]([CH3:66])([CH3:65])[CH3:64])=[CH:55][CH:54]=1, predict the reaction product. The product is: [F:1][C:2]1[CH:3]=[C:4]([CH2:8][N:9]2[CH2:10][CH2:11][CH:12]([C:15]([NH:51][CH2:52][C:53]3[CH:54]=[CH:55][C:56]([CH2:59][NH:60][C:61](=[O:67])[O:62][C:63]([CH3:65])([CH3:64])[CH3:66])=[CH:57][CH:58]=3)=[O:17])[CH2:13][CH2:14]2)[CH:5]=[CH:6][CH:7]=1. (3) Given the reactants [C:1]1([C:7]2[O:11][C:10]([C:12]3[CH:21]=[CH:20][C:15]([C:16]([O:18]C)=[O:17])=[CH:14][CH:13]=3)=[N:9][N:8]=2)[CH:6]=[CH:5][CH:4]=[CH:3][CH:2]=1.[OH-].[Na+].O1CCCC1.Cl, predict the reaction product. The product is: [C:1]1([C:7]2[O:11][C:10]([C:12]3[CH:13]=[CH:14][C:15]([C:16]([OH:18])=[O:17])=[CH:20][CH:21]=3)=[N:9][N:8]=2)[CH:2]=[CH:3][CH:4]=[CH:5][CH:6]=1. (4) Given the reactants C[O:2][C:3](=[O:32])[C:4]1[CH:9]=[CH:8][C:7]([CH:10]([O:15][C:16]2[CH:21]=[CH:20][C:19]([C:22]3[CH:27]=[CH:26][C:25]([C:28]([CH3:31])([CH3:30])[CH3:29])=[CH:24][CH:23]=3)=[CH:18][CH:17]=2)[CH2:11][CH:12]([CH3:14])[CH3:13])=[CH:6][CH:5]=1.[OH-].[Na+], predict the reaction product. The product is: [C:28]([C:25]1[CH:24]=[CH:23][C:22]([C:19]2[CH:20]=[CH:21][C:16]([O:15][CH:10]([C:7]3[CH:6]=[CH:5][C:4]([C:3]([OH:32])=[O:2])=[CH:9][CH:8]=3)[CH2:11][CH:12]([CH3:14])[CH3:13])=[CH:17][CH:18]=2)=[CH:27][CH:26]=1)([CH3:30])([CH3:31])[CH3:29]. (5) The product is: [CH3:1][O:2][C:3]1[CH:4]=[CH:5][C:6]([CH2:7][N:8]2[C:12]3[N:13]=[CH:14][C:15]4[CH2:16][N:17]([CH2:23][C:37]5[CH:38]=[CH:39][C:32]([O:31][CH3:30])=[CH:33][CH:34]=5)[CH2:18][CH2:19][C:20]=4[C:11]=3[CH:10]=[N:9]2)=[CH:21][CH:22]=1. Given the reactants [CH3:1][O:2][C:3]1[CH:22]=[CH:21][C:6]([CH2:7][N:8]2[C:12]3[N:13]=[CH:14][C:15]4[CH2:16][NH:17][CH2:18][CH2:19][C:20]=4[C:11]=3[CH:10]=[N:9]2)=[CH:5][CH:4]=1.[CH3:23]CN(CC)CC.[CH3:30][O:31][C:32]1[CH:33]=[C:34]([CH:37]=[CH:38][CH:39]=1)C=O.C(O[BH-](OC(=O)C)OC(=O)C)(=O)C.C[N+](C)(C)C.[OH-].[Na+], predict the reaction product. (6) The product is: [C:8]([O:12][C:13]([N:15]1[CH2:18][CH:17]([CH2:19][N:1]2[CH:5]=[CH:4][CH:3]=[N:2]2)[CH2:16]1)=[O:14])([CH3:11])([CH3:9])[CH3:10]. Given the reactants [NH:1]1[CH:5]=[CH:4][CH:3]=[N:2]1.[H-].[Na+].[C:8]([O:12][C:13]([N:15]1[CH2:18][CH:17]([CH2:19]OS(C)(=O)=O)[CH2:16]1)=[O:14])([CH3:11])([CH3:10])[CH3:9], predict the reaction product.